This data is from Reaction yield outcomes from USPTO patents with 853,638 reactions. The task is: Predict the reaction yield, written as a fraction of the theoretical maximum amount of product (1.0 means a 100% yield; for example, 0.34 means a 34% yield). (1) The reactants are [C:1]([C:4]1[CH:9]([C:10]2[CH:15]=[C:14]([F:16])[C:13]([F:17])=[C:12]([F:18])[CH:11]=2)[N:8]([C:19]([O:21]C2C=CC([N+]([O-])=O)=CC=2)=O)[C:7]([O:31][CH3:32])=[N:6][C:5]=1[CH3:33])(=[O:3])[CH3:2].C([O-])([O-])=O.[K+].[K+].[NH2:40][CH2:41][CH2:42][CH2:43][N:44]1[CH2:49][CH2:48][CH:47]([C:50]2[CH:51]=[C:52]([NH:56][C:57](=[O:61])[CH:58]([CH3:60])[CH3:59])[CH:53]=[CH:54][CH:55]=2)[CH2:46][CH2:45]1. The catalyst is C1COCC1. The product is [C:1]([C:4]1[CH:9]([C:10]2[CH:11]=[C:12]([F:18])[C:13]([F:17])=[C:14]([F:16])[CH:15]=2)[N:8]([C:19]([NH:40][CH2:41][CH2:42][CH2:43][N:44]2[CH2:49][CH2:48][CH:47]([C:50]3[CH:55]=[CH:54][CH:53]=[C:52]([NH:56][C:57](=[O:61])[CH:58]([CH3:59])[CH3:60])[CH:51]=3)[CH2:46][CH2:45]2)=[O:21])[C:7]([O:31][CH3:32])=[N:6][C:5]=1[CH3:33])(=[O:3])[CH3:2]. The yield is 1.00. (2) The yield is 0.390. No catalyst specified. The reactants are N[C@@](C1C=CC2C(=CC=C(O[C@H]3CC[C@H](C(C)(C)C)CC3)C=2C2C=CC(OC(F)(F)F)=CC=2)C=1)(C)CO.[C:38]([C@H:42]1[CH2:47][CH2:46][C@H:45]([O:48][C:49]2[C:50]([Cl:66])=[C:51]3[C:56](=[CH:57][CH:58]=2)[CH:55]=[C:54]([C@:59]2([CH3:65])[CH2:63][O:62]C(=O)[NH:60]2)[CH:53]=[CH:52]3)[CH2:44][CH2:43]1)([CH3:41])([CH3:40])[CH3:39]. The product is [NH2:60][C@@:59]([C:54]1[CH:53]=[CH:52][C:51]2[C:56](=[CH:57][CH:58]=[C:49]([O:48][C@H:45]3[CH2:44][CH2:43][C@H:42]([C:38]([CH3:41])([CH3:40])[CH3:39])[CH2:47][CH2:46]3)[C:50]=2[Cl:66])[CH:55]=1)([CH3:65])[CH2:63][OH:62].